Dataset: Reaction yield outcomes from USPTO patents with 853,638 reactions. Task: Predict the reaction yield, written as a fraction of the theoretical maximum amount of product (1.0 means a 100% yield; for example, 0.34 means a 34% yield). (1) The reactants are [O:1]1[CH2:5][CH2:4][O:3][CH:2]1[C:6]1[CH:20]=[CH:19][C:9]([O:10][C:11]2[N:12]=[CH:13][C:14]([C:17]#[N:18])=[N:15][CH:16]=2)=[C:8]([CH3:21])[CH:7]=1.C([O-])([O-])=[O:23].[K+].[K+].OO. The catalyst is CS(C)=O. The product is [O:3]1[CH2:4][CH2:5][O:1][CH:2]1[C:6]1[CH:20]=[CH:19][C:9]([O:10][C:11]2[N:12]=[CH:13][C:14]([C:17]([NH2:18])=[O:23])=[N:15][CH:16]=2)=[C:8]([CH3:21])[CH:7]=1. The yield is 0.686. (2) The product is [CH2:28]([N:13]([CH2:11][CH3:12])[CH2:14][CH2:15][CH2:16][C:17]1[CH:18]=[C:19]2[C:23](=[CH:24][CH:25]=1)[NH:22][C:21]([CH:26]=[C:3]1[C:4]3[C:9](=[CH:8][CH:7]=[CH:6][CH:5]=3)[NH:1][C:2]1=[O:10])=[CH:20]2)[CH3:29]. The catalyst is C(O)C. The yield is 0.180. The reactants are [NH:1]1[C:9]2[C:4](=[CH:5][CH:6]=[CH:7][CH:8]=2)[CH2:3][C:2]1=[O:10].[CH2:11]([N:13]([CH2:28][CH3:29])[CH2:14][CH2:15][CH2:16][C:17]1[CH:18]=[C:19]2[C:23](=[CH:24][CH:25]=1)[NH:22][C:21]([CH:26]=O)=[CH:20]2)[CH3:12].N1CCCCC1. (3) The reactants are [F:1][C:2]1[CH:3]=[C:4]([CH:10]=[C:11](B2OC(C)(C)C(C)(C)O2)[CH:12]=1)[C:5]([O:7][CH2:8][CH3:9])=[O:6].Cl[C:23]1[CH:28]=[N:27][C:26]([C:29]([F:32])([F:31])[F:30])=[CH:25][N:24]=1.C([O-])([O-])=O.[Cs+].[Cs+]. The catalyst is O1CCOCC1.O.C1C=CC(P(C2C=CC=CC=2)[C-]2C=CC=C2)=CC=1.C1C=CC(P(C2C=CC=CC=2)[C-]2C=CC=C2)=CC=1.Cl[Pd]Cl.[Fe+2]. The product is [F:1][C:2]1[CH:3]=[C:4]([CH:10]=[C:11]([C:23]2[CH:28]=[N:27][C:26]([C:29]([F:32])([F:31])[F:30])=[CH:25][N:24]=2)[CH:12]=1)[C:5]([O:7][CH2:8][CH3:9])=[O:6]. The yield is 0.400. (4) The reactants are [CH2:1]([O:3][C:4](=[O:18])[CH2:5][CH2:6][CH2:7][O:8][C:9]1[CH:14]=[C:13]([F:15])[C:12](Br)=[C:11]([F:17])[CH:10]=1)[CH3:2].[B:19]1([B:19]2[O:23][C:22]([CH3:25])([CH3:24])[C:21]([CH3:27])([CH3:26])[O:20]2)[O:23][C:22]([CH3:25])([CH3:24])[C:21]([CH3:27])([CH3:26])[O:20]1. No catalyst specified. The product is [CH2:1]([O:3][C:4](=[O:18])[CH2:5][CH2:6][CH2:7][O:8][C:9]1[CH:14]=[C:13]([F:15])[C:12]([B:19]2[O:23][C:22]([CH3:25])([CH3:24])[C:21]([CH3:27])([CH3:26])[O:20]2)=[C:11]([F:17])[CH:10]=1)[CH3:2]. The yield is 0.240. (5) The reactants are [CH2:1]([SH:5])[CH2:2][CH2:3][CH3:4].[H-].[Na+].COCO[C:12]1[CH:13]=C(C=[CH:18][CH:19]=1)CCl. The catalyst is CN(C=O)C. The product is [CH2:1]([S:5][CH2:13][CH2:12][CH2:19][CH3:18])[CH2:2][CH2:3][CH3:4]. The yield is 0.320. (6) The reactants are [N+:1]([C:4]1[CH:5]=[C:6]2[C:10](=[CH:11][CH:12]=1)[NH:9][CH:8]=[C:7]2[C:13]1[CH2:18][CH2:17][N:16]([C:19]([O:21][C:22]([CH3:25])([CH3:24])[CH3:23])=[O:20])[CH2:15][CH:14]=1)([O-:3])=[O:2].[H-].[Na+].CI.[C:30](OCC)(=O)C. The catalyst is C1COCC1.CCCCCC. The product is [CH3:30][N:9]1[C:10]2[C:6](=[CH:5][C:4]([N+:1]([O-:3])=[O:2])=[CH:12][CH:11]=2)[C:7]([C:13]2[CH2:18][CH2:17][N:16]([C:19]([O:21][C:22]([CH3:25])([CH3:24])[CH3:23])=[O:20])[CH2:15][CH:14]=2)=[CH:8]1. The yield is 0.980. (7) The reactants are [OH:1][C:2]1[CH:12]=[CH:11][CH:10]=[C:4]2[C:5]([O:7][C:8](=[O:9])[C:3]=12)=O.[CH3:13][O:14][C:15]1[CH:22]=[C:21]([O:23][CH3:24])[CH:20]=[CH:19][C:16]=1[CH2:17][NH2:18].C(O)(=O)C. The catalyst is O. The product is [OH:1][C:2]1[CH:12]=[CH:11][CH:10]=[C:4]2[C:3]=1[C:8](=[O:9])[N:18]([CH2:17][C:16]1[CH:19]=[CH:20][C:21]([O:23][CH3:24])=[CH:22][C:15]=1[O:14][CH3:13])[C:5]2=[O:7]. The yield is 0.730.